From a dataset of hERG potassium channel inhibition data for cardiac toxicity prediction from Karim et al.. Regression/Classification. Given a drug SMILES string, predict its toxicity properties. Task type varies by dataset: regression for continuous values (e.g., LD50, hERG inhibition percentage) or binary classification for toxic/non-toxic outcomes (e.g., AMES mutagenicity, cardiotoxicity, hepatotoxicity). Dataset: herg_karim. (1) The molecule is C[C@@H]1O[C@@H](O[C@H]2C[C@@H](O)[C@]3(CO)[C@H]4[C@H](O)C[C@]5(C)[C@@H](C6=CC(=O)OC6)CC[C@]5(O)[C@@H]4CC[C@]3(O)C2)[C@H](O)[C@H](O)[C@H]1O. The result is 1 (blocker). (2) The compound is CCn1nc(Cc2ccc(-c3ccccc3)cc2)cc1C1CCN(CC2CN([C@@H](C(=O)O)C(C)(C)C)C[C@@H]2c2cccc(F)c2)CC1. The result is 1 (blocker). (3) The molecule is O=C1c2ccc(OCc3ccccc3)cc2CCC1CCN1CCC(c2ccccc2)CC1. The result is 1 (blocker). (4) The molecule is CC(C)(C)C(=O)NCCC1CCN(c2ncnc3cc(C(N)=O)sc23)CC1. The result is 0 (non-blocker).